This data is from Catalyst prediction with 721,799 reactions and 888 catalyst types from USPTO. The task is: Predict which catalyst facilitates the given reaction. (1) Reactant: C([O-])C.[Na+].[CH3:5][CH2:6][C:7](=[O:13])[CH2:8][C:9](=[O:12])[CH2:10][CH3:11].[I-].[K+].[CH2:16]([N:23]1[C:27]([CH2:28]Cl)=[CH:26][N:25]=[CH:24]1)[C:17]1[CH:22]=[CH:21][CH:20]=[CH:19][CH:18]=1.Cl.C(N1C(CCl)=CN=C1)C1C=CC=CC=1. Product: [CH2:16]([N:23]1[C:27]([CH2:28][CH:8]([C:7](=[O:13])[CH2:6][CH3:5])[C:9](=[O:12])[CH2:10][CH3:11])=[CH:26][N:25]=[CH:24]1)[C:17]1[CH:18]=[CH:19][CH:20]=[CH:21][CH:22]=1. The catalyst class is: 8. (2) The catalyst class is: 602. Reactant: Cl[C:2]1[N:7]2[N:8]=[CH:9][C:10]([C:11]([O:13][CH2:14][CH3:15])=[O:12])=[C:6]2[N:5]=[C:4]([C:16]2[CH:21]=[CH:20][C:19]([CH2:22][CH3:23])=[CH:18][CH:17]=2)[CH:3]=1.[Br-].[CH:25]([Zn+])([CH3:27])[CH3:26]. Product: [CH2:22]([C:19]1[CH:20]=[CH:21][C:16]([C:4]2[CH:3]=[C:2]([CH:25]([CH3:27])[CH3:26])[N:7]3[N:8]=[CH:9][C:10]([C:11]([O:13][CH2:14][CH3:15])=[O:12])=[C:6]3[N:5]=2)=[CH:17][CH:18]=1)[CH3:23]. (3) Reactant: C([N:3]([CH2:6][CH3:7])[CH2:4][CH3:5])C.O[C@@H]1[CH2:14][C@H:13](C)[S:12](=[O:17])(=[O:16])[C:11]2[S:18][CH:19]=[CH:20][C:10]1=2.C(S([Cl:31])(=O)=O)C1C=CC=CC=1. Product: [ClH:31].[CH2:6]([NH:3][C@H:4]1[CH2:5][C@H:13]([CH3:14])[S:12](=[O:17])(=[O:16])[C:11]2[S:18][CH:19]=[CH:20][C:10]1=2)[CH3:7]. The catalyst class is: 1. (4) Reactant: [Si:1]([O:8][CH2:9][C:10]([NH:13][C:14]([C:16]1[C:20]2=[N:21][C:22]([C:25]3[C:33]4[C:28](=[CH:29][C:30]([CH3:34])=[CH:31][CH:32]=4)[NH:27][N:26]=3)=[CH:23][N:24]=[C:19]2[N:18]([C:35]([C:48]2[CH:53]=[CH:52][CH:51]=[CH:50][CH:49]=2)([C:42]2[CH:47]=[CH:46][CH:45]=[CH:44][CH:43]=2)[C:36]2[CH:41]=[CH:40][CH:39]=[CH:38][CH:37]=2)[CH:17]=1)=[O:15])([CH3:12])[CH3:11])([C:4]([CH3:7])([CH3:6])[CH3:5])([CH3:3])[CH3:2].Cl.Cl[CH2:56][CH2:57][N:58]1[CH2:63][CH2:62][O:61][CH2:60][CH2:59]1.C([O-])([O-])=O.[K+].[K+]. Product: [Si:1]([O:8][CH2:9][C:10]([NH:13][C:14]([C:16]1[C:20]2=[N:21][C:22]([C:25]3[C:33]4[C:28](=[CH:29][C:30]([CH3:34])=[CH:31][CH:32]=4)[N:27]([CH2:56][CH2:57][N:58]4[CH2:63][CH2:62][O:61][CH2:60][CH2:59]4)[N:26]=3)=[CH:23][N:24]=[C:19]2[N:18]([C:35]([C:36]2[CH:37]=[CH:38][CH:39]=[CH:40][CH:41]=2)([C:42]2[CH:43]=[CH:44][CH:45]=[CH:46][CH:47]=2)[C:48]2[CH:49]=[CH:50][CH:51]=[CH:52][CH:53]=2)[CH:17]=1)=[O:15])([CH3:11])[CH3:12])([C:4]([CH3:6])([CH3:7])[CH3:5])([CH3:2])[CH3:3]. The catalyst class is: 3. (5) Reactant: [NH2:1][C@@H:2]([CH:45]1[CH2:50][CH2:49][CH2:48][CH2:47][CH2:46]1)[C:3]([NH:5][C@@H:6]([C:41]([CH3:44])([CH3:43])[CH3:42])[C:7]([N:9]1[C@H:20]([C:21]([NH:23][C@:24]2([C:29](=[O:40])[NH:30][S:31]([C:34]3([CH2:37][CH2:38][CH3:39])[CH2:36][CH2:35]3)(=[O:33])=[O:32])[CH2:26][C@H:25]2[CH:27]=[CH2:28])=[O:22])[CH2:19][C@:11]2([C:16]([CH3:18])([CH3:17])[C:12]32[CH2:15][CH2:14][CH2:13]3)[CH2:10]1)=[O:8])=[O:4].[CH2:51]([N:53]1[CH2:60][CH2:59][CH2:58][C@H:54]1[C:55](O)=[O:56])[CH3:52].CN(C(ON1N=NC2C=CC=NC1=2)=[N+](C)C)C.F[P-](F)(F)(F)(F)F.CCN(C(C)C)C(C)C. Product: [CH:45]1([C@H:2]([NH:1][C:55]([C@@H:54]2[CH2:58][CH2:59][CH2:60][N:53]2[CH2:51][CH3:52])=[O:56])[C:3]([NH:5][C@@H:6]([C:41]([CH3:42])([CH3:44])[CH3:43])[C:7]([N:9]2[C@H:20]([C:21]([NH:23][C@:24]3([C:29](=[O:40])[NH:30][S:31]([C:34]4([CH2:37][CH2:38][CH3:39])[CH2:36][CH2:35]4)(=[O:32])=[O:33])[CH2:26][C@H:25]3[CH2:27][CH3:28])=[O:22])[CH2:19][C@:11]3([C:16]([CH3:18])([CH3:17])[C:12]43[CH2:13][CH2:14][CH2:15]4)[CH2:10]2)=[O:8])=[O:4])[CH2:50][CH2:49][CH2:48][CH2:47][CH2:46]1. The catalyst class is: 2. (6) Reactant: Cl[C:2]1[CH:7]=[C:6]([C:8]2[CH:13]=[CH:12][CH:11]=[CH:10][N:9]=2)[N:5]=[C:4]([C:14]2[CH:19]=[CH:18][CH:17]=[CH:16][N:15]=2)[CH:3]=1.[CH2:20]([O-:22])[CH3:21].[Na+]. Product: [CH2:20]([O:22][C:2]1[CH:7]=[C:6]([C:8]2[CH:13]=[CH:12][CH:11]=[CH:10][N:9]=2)[N:5]=[C:4]([C:14]2[CH:19]=[CH:18][CH:17]=[CH:16][N:15]=2)[CH:3]=1)[CH3:21]. The catalyst class is: 6. (7) Reactant: [OH:1][C@@H:2]([C:13]1[CH:18]=[CH:17][CH:16]=[C:15]([O:19][CH2:20][C@@H:21]2[CH2:25][CH2:24][CH2:23][N:22]2[CH3:26])[CH:14]=1)[CH2:3][CH2:4][NH:5]C(=O)OC(C)(C)C.Cl.O1CCOCC1. Product: [NH2:5][CH2:4][CH2:3][C@H:2]([C:13]1[CH:18]=[CH:17][CH:16]=[C:15]([O:19][CH2:20][C@@H:21]2[CH2:25][CH2:24][CH2:23][N:22]2[CH3:26])[CH:14]=1)[OH:1]. The catalyst class is: 2.